This data is from Peptide-MHC class II binding affinity with 134,281 pairs from IEDB. The task is: Regression. Given a peptide amino acid sequence and an MHC pseudo amino acid sequence, predict their binding affinity value. This is MHC class II binding data. (1) The peptide sequence is LFAAFPSFAGLRPTF. The MHC is DRB1_1201 with pseudo-sequence DRB1_1201. The binding affinity (normalized) is 0.189. (2) The peptide sequence is GILQAYDLRDAPETP. The MHC is DRB1_1101 with pseudo-sequence DRB1_1101. The binding affinity (normalized) is 0.185. (3) The peptide sequence is LCLFLLPSLATVAYF. The MHC is DRB1_0401 with pseudo-sequence DRB1_0401. The binding affinity (normalized) is 0.430. (4) The peptide sequence is RSQPGLCNMYKDSHHPARTA. The MHC is HLA-DQA10501-DQB10201 with pseudo-sequence HLA-DQA10501-DQB10201. The binding affinity (normalized) is 0.218. (5) The peptide sequence is DMFFATVGFALGVFV. The MHC is DRB4_0101 with pseudo-sequence DRB4_0103. The binding affinity (normalized) is 0.0447. (6) The peptide sequence is EPGHLAPTGMFVAGA. The MHC is HLA-DQA10501-DQB10201 with pseudo-sequence HLA-DQA10501-DQB10201. The binding affinity (normalized) is 0.203. (7) The peptide sequence is NVVKSGIFLSVAAGN. The MHC is DRB1_0404 with pseudo-sequence DRB1_0404. The binding affinity (normalized) is 0.578.